This data is from Full USPTO retrosynthesis dataset with 1.9M reactions from patents (1976-2016). The task is: Predict the reactants needed to synthesize the given product. (1) The reactants are: [CH3:1][S:2]([C:5]1[CH:13]=[CH:12][C:8]([C:9](O)=O)=[CH:7][CH:6]=1)(=[O:4])=[O:3].[CH3:14][N:15]([C:17]([NH2:19])=[S:18])[NH2:16].O=P(Cl)(Cl)Cl.C([O-])(O)=O.[Na+]. Given the product [CH:5]1([N:19]=[C:17]2[N:15]([CH3:14])[N:16]=[C:9]([C:8]3[CH:12]=[CH:13][C:5]([S:2]([CH3:1])(=[O:4])=[O:3])=[CH:6][CH:7]=3)[S:18]2)[CH2:13][CH2:12][CH2:8][CH2:7][CH2:6]1, predict the reactants needed to synthesize it. (2) Given the product [Cl:26][C:4]1[CH:5]=[C:6]([C:8]2[C:16]3[C:11](=[N:12][CH:13]=[CH:14][N:15]=3)[NH:10][CH:9]=2)[CH:7]=[C:2]([Cl:1])[N:3]=1, predict the reactants needed to synthesize it. The reactants are: [Cl:1][C:2]1[CH:7]=[C:6]([C:8]2[C:16]3[C:11](=[N:12][CH:13]=[CH:14][N:15]=3)[N:10](S(C3C=CC=CC=3)(=O)=O)[CH:9]=2)[CH:5]=[C:4]([Cl:26])[N:3]=1.[OH-].[K+]. (3) Given the product [CH:1]1([CH2:5][C:6]([C:17]2[CH:22]=[CH:21][C:20]([S:23]([CH3:25])(=[O:27])=[O:24])=[CH:19][CH:18]=2)([C:8]2[NH:16][C:11]3=[N:12][CH:13]=[CH:14][CH:15]=[C:10]3[CH:9]=2)[OH:7])[CH2:4][CH2:3][CH2:2]1, predict the reactants needed to synthesize it. The reactants are: [CH:1]1([CH2:5][C:6]([C:17]2[CH:22]=[CH:21][C:20]([S:23]([CH3:25])=[O:24])=[CH:19][CH:18]=2)([C:8]2[NH:16][C:11]3=[N:12][CH:13]=[CH:14][CH:15]=[C:10]3[CH:9]=2)[OH:7])[CH2:4][CH2:3][CH2:2]1.[Mn]([O-])(=O)(=O)=[O:27].[K+]. (4) The reactants are: [CH3:1][N:2]1[C:6]2=[N:7][C:8]([O:15][CH2:16][C:17]([OH:19])=O)=[CH:9][C:10]([C:11]([F:14])([F:13])[F:12])=[C:5]2[C:4]([C:20]2[CH:25]=[CH:24][CH:23]=[CH:22][CH:21]=2)=[N:3]1.CC(C)N=C=NC(C)C.C1C=CC2N(O)N=NC=2C=1.[CH3:45][O:46][C:47]1[CH:55]=[CH:54][C:50]([C@@H:51]([NH2:53])[CH3:52])=[CH:49][CH:48]=1. Given the product [CH3:45][O:46][C:47]1[CH:55]=[CH:54][C:50]([C@@H:51]([NH:53][C:17](=[O:19])[CH2:16][O:15][C:8]2[N:7]=[C:6]3[N:2]([CH3:1])[N:3]=[C:4]([C:20]4[CH:21]=[CH:22][CH:23]=[CH:24][CH:25]=4)[C:5]3=[C:10]([C:11]([F:13])([F:14])[F:12])[CH:9]=2)[CH3:52])=[CH:49][CH:48]=1, predict the reactants needed to synthesize it. (5) Given the product [CH3:18][N:16]1[C:15](=[O:19])[CH:14]=[CH:13][C:12]([C:10](=[O:11])[CH2:9][C@H:8]([C:5]2[CH:4]=[CH:3][C:2]([N:27]3[CH2:32][CH2:31][CH:30]([C:33]([O:35][CH2:36][CH3:37])=[O:34])[CH2:29][CH2:28]3)=[CH:7][CH:6]=2)[C:20]2[CH:25]=[CH:24][CH:23]=[CH:22][C:21]=2[CH3:26])=[CH:17]1.[CH3:18][N:16]1[CH:17]=[C:12]([C:10](=[O:11])[CH2:9][C@H:8]([C:5]2[CH:4]=[CH:3][CH:2]=[CH:7][CH:6]=2)[C:20]2[CH:25]=[CH:24][CH:23]=[CH:22][C:21]=2[CH3:26])[CH:13]=[CH:14][C:15]1=[O:19], predict the reactants needed to synthesize it. The reactants are: Br[C:2]1[CH:7]=[CH:6][C:5]([C@H:8]([C:20]2[CH:25]=[CH:24][CH:23]=[CH:22][C:21]=2[CH3:26])[CH2:9][C:10]([C:12]2[CH:13]=[CH:14][C:15](=[O:19])[N:16]([CH3:18])[CH:17]=2)=[O:11])=[CH:4][CH:3]=1.[NH:27]1[CH2:32][CH2:31][CH:30]([C:33]([O:35][CH2:36][CH3:37])=[O:34])[CH2:29][CH2:28]1.CC(C)([O-])C.[Na+].C1(P(C2CCCCC2)C2C=CC=CC=2C2C(C(C)C)=CC(C(C)C)=CC=2C(C)C)CCCCC1.